From a dataset of Reaction yield outcomes from USPTO patents with 853,638 reactions. Predict the reaction yield, written as a fraction of the theoretical maximum amount of product (1.0 means a 100% yield; for example, 0.34 means a 34% yield). The reactants are [Cl:1][C:2]1[CH:19]=[CH:18][C:5]([C:6]([NH:8][C:9](=O)[CH2:10][C:11]2[CH:16]=[CH:15][CH:14]=[CH:13][CH:12]=2)=S)=[CH:4][CH:3]=1.C([O-])(=O)C.[Na+].C(O)(=O)C.O1CCOCC1.[NH:35]([C:37]1[N:42]=[C:41]([C:43]2[CH:48]=[CH:47][CH:46]=[CH:45][N:44]=2)[N:40]=[C:39]([NH2:49])[N:38]=1)[NH2:36]. The catalyst is O. The product is [CH2:10]([C:9]1[N:35]([C:37]2[N:42]=[C:41]([C:43]3[CH:48]=[CH:47][CH:46]=[CH:45][N:44]=3)[N:40]=[C:39]([NH2:49])[N:38]=2)[N:36]=[C:6]([C:5]2[CH:18]=[CH:19][C:2]([Cl:1])=[CH:3][CH:4]=2)[N:8]=1)[C:11]1[CH:16]=[CH:15][CH:14]=[CH:13][CH:12]=1. The yield is 0.600.